The task is: Regression. Given a peptide amino acid sequence and an MHC pseudo amino acid sequence, predict their binding affinity value. This is MHC class I binding data.. This data is from Peptide-MHC class I binding affinity with 185,985 pairs from IEDB/IMGT. (1) The peptide sequence is VIPQETGRQT. The MHC is Mamu-A01 with pseudo-sequence Mamu-A01. The binding affinity (normalized) is 0.386. (2) The peptide sequence is DFAVSKGFFK. The MHC is HLA-A03:01 with pseudo-sequence HLA-A03:01. The binding affinity (normalized) is 0.386.